This data is from Reaction yield outcomes from USPTO patents with 853,638 reactions. The task is: Predict the reaction yield, written as a fraction of the theoretical maximum amount of product (1.0 means a 100% yield; for example, 0.34 means a 34% yield). The reactants are [Cl:1][C:2]1[CH:3]=[N:4][CH:5]=[CH:6][C:7]=1[C:8]([F:11])([F:10])[F:9].[OH:12]O. The catalyst is CC(O)=O. The product is [Cl:1][C:2]1[CH:3]=[N+:4]([O-:12])[CH:5]=[CH:6][C:7]=1[C:8]([F:9])([F:11])[F:10]. The yield is 0.970.